Dataset: Forward reaction prediction with 1.9M reactions from USPTO patents (1976-2016). Task: Predict the product of the given reaction. (1) Given the reactants C([O:3][C:4]([C:6]1[C:7]2[C:15]([I:16])=[N:14][N:13]([CH:17]3[CH2:22][CH2:21][CH2:20][CH2:19][O:18]3)[C:8]=2[N:9]=[C:10]([Cl:12])[CH:11]=1)=[O:5])C.[OH-].[Na+].Cl.O, predict the reaction product. The product is: [Cl:12][C:10]1[CH:11]=[C:6]([C:4]([OH:5])=[O:3])[C:7]2[C:15]([I:16])=[N:14][N:13]([CH:17]3[CH2:22][CH2:21][CH2:20][CH2:19][O:18]3)[C:8]=2[N:9]=1. (2) Given the reactants Br[C:2]1[CH:3]=[C:4]([C:15]([NH:17][CH2:18][C:19]2[C:20](=[O:27])[NH:21][C:22]([CH3:26])=[CH:23][C:24]=2[CH3:25])=[O:16])[C:5]2[CH:10]=[N:9][N:8]([CH:11]3[CH2:14][O:13][CH2:12]3)[C:6]=2[N:7]=1.[CH3:28][C:29]1([CH3:46])[CH2:34][C:33](B2OC(C)(C)C(C)(C)O2)=[CH:32][C:31]([CH3:45])([CH3:44])[NH:30]1.C([O-])([O-])=O.[Na+].[Na+].CCOC(C)=O, predict the reaction product. The product is: [CH3:25][C:24]1[CH:23]=[C:22]([CH3:26])[NH:21][C:20](=[O:27])[C:19]=1[CH2:18][NH:17][C:15]([C:4]1[C:5]2[CH:10]=[N:9][N:8]([CH:11]3[CH2:14][O:13][CH2:12]3)[C:6]=2[N:7]=[C:2]([C:33]2[CH2:32][C:31]([CH3:45])([CH3:44])[NH:30][C:29]([CH3:46])([CH3:28])[CH:34]=2)[CH:3]=1)=[O:16]. (3) Given the reactants [C:1]([C:3]1[CH:8]=[CH:7][C:6]([CH:9]2[CH2:14][C:13](=[O:15])[N:12]([C:16]3[CH:21]=[CH:20][CH:19]=[C:18]([C:22]([F:25])([F:24])[F:23])[CH:17]=3)[C:11]([CH3:26])=[C:10]2[C:27]([OH:29])=[O:28])=[CH:5][CH:4]=1)#[N:2].[CH:30]1N=[CH:33][N:32]([C:35](N2C=NC=C2)=O)[CH:31]=1.CN(C)CCO.C(N(CC)CC)C, predict the reaction product. The product is: [C:1]([C:3]1[CH:4]=[CH:5][C:6]([CH:9]2[CH2:14][C:13](=[O:15])[N:12]([C:16]3[CH:21]=[CH:20][CH:19]=[C:18]([C:22]([F:24])([F:25])[F:23])[CH:17]=3)[C:11]([CH3:26])=[C:10]2[C:27]([O:29][CH2:30][CH2:31][N:32]([CH3:35])[CH3:33])=[O:28])=[CH:7][CH:8]=1)#[N:2]. (4) Given the reactants C1CCN2C(=NCCC2)CC1.[CH3:12][O:13][C:14]1[CH:15]=[C:16]([CH:22]=[CH:23][C:24]=1[NH:25][C:26](=[O:34])[CH2:27]/[N:28]=[CH:29]/[CH:30]=[C:31]([CH3:33])[CH3:32])[C:17]([O:19][CH2:20][CH3:21])=[O:18].[Cl:35][C:36]1[C:37]([F:54])=[C:38]([CH:51]=[CH:52][CH:53]=1)/[CH:39]=[C:40]1/[C:41](=[O:50])[NH:42][C:43]2[C:48]/1=[CH:47][CH:46]=[C:45]([Cl:49])[CH:44]=2.CO, predict the reaction product. The product is: [Cl:49][C:45]1[CH:44]=[C:43]2[NH:42][C:41](=[O:50])[C@@:40]3([C@H:29]([CH:30]=[C:31]([CH3:32])[CH3:33])[NH:28][C@@H:27]([C:26]([NH:25][C:24]4[CH:23]=[CH:22][C:16]([C:17]([O:19][CH2:20][CH3:21])=[O:18])=[CH:15][C:14]=4[O:13][CH3:12])=[O:34])[C@@H:39]3[C:38]3[CH:51]=[CH:52][CH:53]=[C:36]([Cl:35])[C:37]=3[F:54])[C:48]2=[CH:47][CH:46]=1. (5) Given the reactants O1[C:5]2([CH2:10][CH2:9][CH:8]([O:11][C:12]3[N:17]=[C:16]([C:18]([F:21])([F:20])[F:19])[N:15]=[C:14]([C:22]([OH:24])=[O:23])[CH:13]=3)[CH2:7][CH2:6]2)[O:4]CC1.Cl.O, predict the reaction product. The product is: [O:4]=[C:5]1[CH2:10][CH2:9][CH:8]([O:11][C:12]2[N:17]=[C:16]([C:18]([F:21])([F:20])[F:19])[N:15]=[C:14]([C:22]([OH:24])=[O:23])[CH:13]=2)[CH2:7][CH2:6]1.